From a dataset of Catalyst prediction with 721,799 reactions and 888 catalyst types from USPTO. Predict which catalyst facilitates the given reaction. The catalyst class is: 6. Reactant: CN(C)C=O.[C:6]([O:25][CH2:26][CH2:27]Br)([C:19]1[CH:24]=[CH:23][CH:22]=[CH:21][CH:20]=1)([C:13]1[CH:18]=[CH:17][CH:16]=[CH:15][CH:14]=1)[C:7]1[CH:12]=[CH:11][CH:10]=[CH:9][CH:8]=1.[Br:29][C:30]1[N:31]=[CH:32][NH:33][CH:34]=1.[H-].[Na+]. Product: [Br:29][C:30]1[N:31]=[CH:32][N:33]([CH2:27][CH2:26][O:25][C:6]([C:13]2[CH:18]=[CH:17][CH:16]=[CH:15][CH:14]=2)([C:7]2[CH:8]=[CH:9][CH:10]=[CH:11][CH:12]=2)[C:19]2[CH:24]=[CH:23][CH:22]=[CH:21][CH:20]=2)[CH:34]=1.